From a dataset of Catalyst prediction with 721,799 reactions and 888 catalyst types from USPTO. Predict which catalyst facilitates the given reaction. (1) Reactant: [N:1]12[CH2:10][CH:5]3[CH2:6][CH:7]([CH2:9][CH:3]([C:4]3=O)[CH2:2]1)[CH2:8]2.[NH2:12][C:13]1[CH:14]=[N:15][C:16]([Cl:19])=[CH:17][CH:18]=1.[O-]S([O-])(=O)=O.[Na+].[Na+].[BH-](OC(C)=O)(OC(C)=O)OC(C)=O.[Na+]. Product: [Cl:19][C:16]1[N:15]=[CH:14][C:13]([NH:12][C@H:4]2[CH:5]3[CH2:10][N:1]4[CH2:8][CH:7]([CH2:9][CH:3]2[CH2:2]4)[CH2:6]3)=[CH:18][CH:17]=1. The catalyst class is: 52. (2) Reactant: [C:9](O[C:9]([O:11][C:12]([CH3:15])([CH3:14])[CH3:13])=[O:10])([O:11][C:12]([CH3:15])([CH3:14])[CH3:13])=[O:10].C(N(CC)CC)C.[C:23]1([CH3:41])[CH:28]=[CH:27][C:26]([N:29]2[C:33]3([CH2:38][CH2:37][NH:36][CH2:35][CH2:34]3)[C:32](=[O:39])[NH:31][C:30]2=[O:40])=[CH:25][CH:24]=1. Product: [C:12]([O:11][C:9]([N:36]1[CH2:37][CH2:38][C:33]2([N:29]([C:26]3[CH:25]=[CH:24][C:23]([CH3:41])=[CH:28][CH:27]=3)[C:30](=[O:40])[NH:31][C:32]2=[O:39])[CH2:34][CH2:35]1)=[O:10])([CH3:13])([CH3:14])[CH3:15]. The catalyst class is: 4.